Dataset: Peptide-MHC class I binding affinity with 185,985 pairs from IEDB/IMGT. Task: Regression. Given a peptide amino acid sequence and an MHC pseudo amino acid sequence, predict their binding affinity value. This is MHC class I binding data. (1) The peptide sequence is ALDLSHFLK. The MHC is HLA-A68:02 with pseudo-sequence HLA-A68:02. The binding affinity (normalized) is 0. (2) The peptide sequence is LYLVTRHADV. The MHC is Patr-A0701 with pseudo-sequence Patr-A0701. The binding affinity (normalized) is 0.327. (3) The peptide sequence is AVREATAAF. The MHC is HLA-A01:01 with pseudo-sequence HLA-A01:01. The binding affinity (normalized) is 0.0847. (4) The peptide sequence is RMFLAMITY. The MHC is HLA-B40:01 with pseudo-sequence HLA-B40:01. The binding affinity (normalized) is 0.0847. (5) The peptide sequence is VLSPTIGHV. The MHC is HLA-A02:11 with pseudo-sequence HLA-A02:11. The binding affinity (normalized) is 1.00. (6) The peptide sequence is RRYTRRISL. The MHC is HLA-B27:05 with pseudo-sequence HLA-B27:05. The binding affinity (normalized) is 0.757.